This data is from Catalyst prediction with 721,799 reactions and 888 catalyst types from USPTO. The task is: Predict which catalyst facilitates the given reaction. Reactant: Br[C:2]1[CH:7]=[CH:6][C:5]([NH:8][C:9]([C:11]2[C:20](=[O:21])[C:19]3[C:14](=[CH:15][CH:16]=[CH:17][CH:18]=3)[NH:13][CH:12]=2)=[O:10])=[C:4]([CH3:22])[CH:3]=1.[C:23]1(B(O)O)[CH2:28][CH2:27][CH2:26][CH2:25][CH:24]=1.C([O-])([O-])=O.[Na+].[Na+].C(#N)C. Product: [C:23]1([C:2]2[CH:7]=[CH:6][C:5]([NH:8][C:9]([C:11]3[C:20](=[O:21])[C:19]4[C:14](=[CH:15][CH:16]=[CH:17][CH:18]=4)[NH:13][CH:12]=3)=[O:10])=[C:4]([CH3:22])[CH:3]=2)[CH2:28][CH2:27][CH2:26][CH2:25][CH:24]=1. The catalyst class is: 13.